From a dataset of Full USPTO retrosynthesis dataset with 1.9M reactions from patents (1976-2016). Predict the reactants needed to synthesize the given product. (1) Given the product [Cl:25][C:22]1[CH:23]=[CH:24][C:19]([CH:16]2[CH2:15][CH2:14][CH:13](/[CH:10]=[C:9]3\[O:26][C:11](=[O:12])[C:3]4[CH:2]=[CH:1][CH:6]=[CH:5][C:4]=4[C:7]\3=[O:8])[CH2:18][CH2:17]2)=[CH:20][CH:21]=1, predict the reactants needed to synthesize it. The reactants are: [CH:1]1[CH:6]=[CH:5][C:4]2[C:7]([C:9]([OH:26])=[C:10]([C@@H:13]3[CH2:18][CH2:17][C@@H:16]([C:19]4[CH:24]=[CH:23][C:22]([Cl:25])=[CH:21][CH:20]=4)[CH2:15][CH2:14]3)[C:11](=[O:12])[C:3]=2[CH:2]=1)=[O:8].C1(=O)C2C=CC=CC=2C(=O)CO1.ClC1C=CC(C2CCC(C=O)CC2)=CC=1. (2) Given the product [Br:1][C:2]1[CH:3]=[C:4]([N+:10]([O-:12])=[O:11])[C:5]2[N:6]([C:13]([CH3:14])=[N:9][N:8]=2)[CH:7]=1, predict the reactants needed to synthesize it. The reactants are: [Br:1][C:2]1[CH:3]=[C:4]([N+:10]([O-:12])=[O:11])[C:5]([NH:8][NH2:9])=[N:6][CH:7]=1.[CH3:13][C:14](C)(C)C([O-])([O-])[O-]. (3) Given the product [CH3:22][S:23]([CH2-:25])=[O:24].[Na+:2].[CH3:21][N:11]1[C:12]2[NH:13][C:14]3[CH:19]=[CH:18][CH:17]=[CH:16][C:15]=3[NH:20][C:6](=[O:5])[C:8]=2[CH:9]=[N:10]1, predict the reactants needed to synthesize it. The reactants are: [H-].[Na+:2].C([O:5][C:6]([C:8]1[CH:9]=[N:10][N:11]([CH3:21])[C:12]=1[NH:13][C:14]1[CH:19]=[CH:18][CH:17]=[CH:16][C:15]=1[NH2:20])=O)C.[CH3:22][S:23]([CH3:25])=[O:24]. (4) Given the product [CH3:1][N:2]1[CH:6]=[CH:5][N:4]=[C:3]1[CH:7]=[CH:8][C:9]([OH:11])=[O:10], predict the reactants needed to synthesize it. The reactants are: [CH3:1][N:2]1[CH:6]=[CH:5][N:4]=[C:3]1[CH2:7][CH2:8][C:9]([OH:11])=[O:10].[OH-].[K+].Cl.